This data is from Forward reaction prediction with 1.9M reactions from USPTO patents (1976-2016). The task is: Predict the product of the given reaction. (1) Given the reactants [CH:1]1([C:4]2[CH:5]=[C:6]([NH:10][C:11]3[O:12][CH2:13][C:14]4[CH:20]=[C:19]([NH2:21])[CH:18]=[CH:17][C:15]=4[N:16]=3)[CH:7]=[CH:8][CH:9]=2)[CH2:3][CH2:2]1.[CH3:22][N:23]([CH3:28])[S:24](Cl)(=[O:26])=[O:25], predict the reaction product. The product is: [CH:1]1([C:4]2[CH:5]=[C:6]([NH:10][C:11]3[O:12][CH2:13][C:14]4[CH:20]=[C:19]([NH:21][S:24]([N:23]([CH3:28])[CH3:22])(=[O:26])=[O:25])[CH:18]=[CH:17][C:15]=4[N:16]=3)[CH:7]=[CH:8][CH:9]=2)[CH2:3][CH2:2]1. (2) Given the reactants [CH3:1][O:2][C:3]1[CH:20]=[CH:19][C:6]([C:7]([CH:9]2[CH2:14][CH2:13][N:12]([CH2:15][C:16]([OH:18])=O)[CH2:11][CH2:10]2)=[O:8])=[CH:5][CH:4]=1.[CH:21]1([CH2:24][NH:25][CH2:26][C:27]2[NH:28][C:29](=[O:38])[C:30]3[CH2:37][CH2:36][CH2:35][CH2:34][CH2:33][C:31]=3[N:32]=2)[CH2:23][CH2:22]1, predict the reaction product. The product is: [CH:21]1([CH2:24][N:25]([CH2:26][C:27]2[NH:28][C:29](=[O:38])[C:30]3[CH2:37][CH2:36][CH2:35][CH2:34][CH2:33][C:31]=3[N:32]=2)[C:16](=[O:18])[CH2:15][N:12]2[CH2:11][CH2:10][CH:9]([C:7](=[O:8])[C:6]3[CH:5]=[CH:4][C:3]([O:2][CH3:1])=[CH:20][CH:19]=3)[CH2:14][CH2:13]2)[CH2:23][CH2:22]1. (3) Given the reactants [CH3:1][NH:2][C:3]1[C:8]([NH2:9])=[CH:7][C:6]([C:10]([F:13])([F:12])[F:11])=[CH:5][N:4]=1.[F:14][C:15]1[C:16]([CH:21]=O)=[N:17][CH:18]=[CH:19][CH:20]=1.S([O-])(O)=O.[Na+].C(=O)([O-])O.[Na+], predict the reaction product. The product is: [F:14][C:15]1[C:16]([C:21]2[N:2]([CH3:1])[C:3]3=[N:4][CH:5]=[C:6]([C:10]([F:11])([F:12])[F:13])[CH:7]=[C:8]3[N:9]=2)=[N:17][CH:18]=[CH:19][CH:20]=1. (4) Given the reactants Cl[C:2]1[CH:7]=[CH:6][C:5]([N+:8]([O-])=O)=[CH:4][C:3]=1[S:11]([NH2:14])(=[O:13])=[O:12].C([NH2:22])C1C=CC=CC=1, predict the reaction product. The product is: [NH2:22][C:2]1[CH:7]=[CH:6][C:5]([NH2:8])=[CH:4][C:3]=1[S:11]([NH2:14])(=[O:13])=[O:12].